This data is from Full USPTO retrosynthesis dataset with 1.9M reactions from patents (1976-2016). The task is: Predict the reactants needed to synthesize the given product. (1) Given the product [CH3:1][N:2]([CH3:32])[C:3]1[N:12]=[C:11]([NH:13][CH2:14][C:15]2[CH:20]=[CH:19][C:18]([NH:21][C:22](=[O:30])[C:23]3[CH:28]=[CH:27][C:26]([F:29])=[CH:25][CH:24]=3)=[CH:17][CH:16]=2)[C:10]2[C:5](=[CH:6][C:7]([C:36]3[CH:37]=[CH:38][CH:39]=[CH:40][C:35]=3[CH:33]=[O:34])=[CH:8][CH:9]=2)[N:4]=1, predict the reactants needed to synthesize it. The reactants are: [CH3:1][N:2]([CH3:32])[C:3]1[N:12]=[C:11]([NH:13][CH2:14][C:15]2[CH:20]=[CH:19][C:18]([NH:21][C:22](=[O:30])[C:23]3[CH:28]=[CH:27][C:26]([F:29])=[CH:25][CH:24]=3)=[CH:17][CH:16]=2)[C:10]2[C:5](=[CH:6][C:7](I)=[CH:8][CH:9]=2)[N:4]=1.[CH:33]([C:35]1[CH:40]=[CH:39][CH:38]=[CH:37][C:36]=1B(O)O)=[O:34].Cl. (2) Given the product [Cl:1][C:2]1[CH:3]=[C:4]([C:33]2[CH:38]=[CH:37][C:36]([S:39]([CH3:42])(=[O:40])=[O:41])=[CH:35][CH:34]=2)[CH:5]=[C:6]([Cl:32])[C:7]=1[CH2:8][C@@H:9]1[CH2:13][CH2:12][N:11]([N:14]2[CH2:19][CH2:18][CH:17]([OH:20])[CH2:16][CH2:15]2)[C:10]1=[O:31], predict the reactants needed to synthesize it. The reactants are: [Cl:1][C:2]1[CH:3]=[C:4]([C:33]2[CH:38]=[CH:37][C:36]([S:39]([CH3:42])(=[O:41])=[O:40])=[CH:35][CH:34]=2)[CH:5]=[C:6]([Cl:32])[C:7]=1[CH2:8][C@@H:9]1[CH2:13][CH2:12][N:11]([N:14]2[CH2:19][CH2:18][CH:17]([O:20][Si](C(C)C)(C(C)C)C(C)C)[CH2:16][CH2:15]2)[C:10]1=[O:31].O.C(O)(C(F)(F)F)=O.